Predict the product of the given reaction. From a dataset of Forward reaction prediction with 1.9M reactions from USPTO patents (1976-2016). (1) Given the reactants [F:1][C:2]1[CH:7]=[CH:6][C:5]([C:8]2[S:12][C:11]([NH2:13])=[N:10][N:9]=2)=[CH:4][CH:3]=1.[NH2:14][S:15]([C:18]1[CH:19]=[CH:20][C:21]([Cl:27])=[C:22]([CH:26]=1)[C:23](O)=[O:24])(=[O:17])=[O:16].C(Cl)CCl.C1C=NC2N(O)N=NC=2C=1, predict the reaction product. The product is: [NH2:14][S:15]([C:18]1[CH:19]=[CH:20][C:21]([Cl:27])=[C:22]([CH:26]=1)[C:23]([NH:13][C:11]1[S:12][C:8]([C:5]2[CH:4]=[CH:3][C:2]([F:1])=[CH:7][CH:6]=2)=[N:9][N:10]=1)=[O:24])(=[O:17])=[O:16]. (2) The product is: [CH3:48][N:2]([CH3:1])[CH2:3][C:4]([N:6]1[C:14]2[C:9](=[CH:10][C:11]([O:46][CH3:47])=[C:12]([NH:15][C:16]3[N:29]=[C:20]([NH:21][C:22]4[C:27]([C:28]([NH:50][CH3:49])=[O:30])=[C:26]([F:31])[C:25]([F:32])=[CH:24][CH:23]=4)[C:19]4[CH:33]=[CH:34][N:35]([S:36]([C:39]5[CH:40]=[CH:41][C:42]([CH3:45])=[CH:43][CH:44]=5)(=[O:37])=[O:38])[C:18]=4[N:17]=3)[CH:13]=2)[CH2:8][CH2:7]1)=[O:5]. Given the reactants [CH3:1][N:2]([CH3:48])[CH2:3][C:4]([N:6]1[C:14]2[C:9](=[CH:10][C:11]([O:46][CH3:47])=[C:12]([NH:15][C:16]3[N:29]4[C:20](=[N:21][C:22]5[C:27]([C:28]4=[O:30])=[C:26]([F:31])[C:25]([F:32])=[CH:24][CH:23]=5)[C:19]4[CH:33]=[CH:34][N:35]([S:36]([C:39]5[CH:44]=[CH:43][C:42]([CH3:45])=[CH:41][CH:40]=5)(=[O:38])=[O:37])[C:18]=4[N:17]=3)[CH:13]=2)[CH2:8][CH2:7]1)=[O:5].[CH3:49][NH2:50], predict the reaction product. (3) Given the reactants [NH2:1][C:2]1[CH:3]=[C:4]([NH:9][CH2:10][CH:11]([OH:18])[CH:12]([OH:17])[CH:13]([OH:16])[CH2:14][OH:15])[CH:5]=[CH:6][C:7]=1[CH3:8].[C:19]1([C:28](=O)[NH:27][C:25](=[O:26])[NH:24][C:22]1=[O:23])=[N:20]O.O, predict the reaction product. The product is: [NH2:1][C:2]1[C:7]([CH3:8])=[CH:6][C:5]2[N:20]=[C:19]3[C:28]([N:9]([CH2:10][CH:11]([OH:18])[CH:12]([OH:17])[CH:13]([OH:16])[CH2:14][OH:15])[C:4]=2[CH:3]=1)=[N:27][C:25](=[O:26])[NH:24][C:22]3=[O:23]. (4) Given the reactants Br[C:2]1[CH:3]=[CH:4][N:5]=[C:6]2[C:11]=1[N:10]=[C:9]([O:12][CH3:13])[CH:8]=[CH:7]2.[C:14]([O:18][C:19](=[O:27])[NH:20][CH:21]1[CH2:26][CH2:25][CH2:24][NH:23][CH2:22]1)([CH3:17])([CH3:16])[CH3:15].C(O)CCCC, predict the reaction product. The product is: [C:14]([O:18][C:19](=[O:27])[NH:20][CH:21]1[CH2:26][CH2:25][CH2:24][N:23]([C:2]2[C:11]3[C:6](=[CH:7][CH:8]=[C:9]([O:12][CH3:13])[N:10]=3)[N:5]=[CH:4][CH:3]=2)[CH2:22]1)([CH3:17])([CH3:15])[CH3:16].